Dataset: Reaction yield outcomes from USPTO patents with 853,638 reactions. Task: Predict the reaction yield, written as a fraction of the theoretical maximum amount of product (1.0 means a 100% yield; for example, 0.34 means a 34% yield). The reactants are [Br:1][C:2]1[CH:7]=[CH:6][C:5]([C@H:8]([OH:10])[CH3:9])=[CH:4][CH:3]=1.[H-].[Na+].[CH3:13]I. The catalyst is CN(C=O)C.Cl. The product is [Br:1][C:2]1[CH:7]=[CH:6][C:5]([C@H:8]([O:10][CH3:13])[CH3:9])=[CH:4][CH:3]=1. The yield is 1.10.